Task: Predict the reactants needed to synthesize the given product.. Dataset: Full USPTO retrosynthesis dataset with 1.9M reactions from patents (1976-2016) (1) The reactants are: [CH2:1]([O:3][C:4](=[O:24])[CH:5]=[CH:6][C:7]1[CH:12]=[CH:11][C:10]([O:13][C:14]2[CH:19]=[C:18]([O:20][CH3:21])[CH:17]=[C:16]([F:22])[CH:15]=2)=[CH:9][C:8]=1[CH3:23])[CH3:2]. Given the product [CH2:1]([O:3][C:4](=[O:24])[CH2:5][CH2:6][C:7]1[CH:12]=[CH:11][C:10]([O:13][C:14]2[CH:19]=[C:18]([O:20][CH3:21])[CH:17]=[C:16]([F:22])[CH:15]=2)=[CH:9][C:8]=1[CH3:23])[CH3:2], predict the reactants needed to synthesize it. (2) Given the product [Cl:1][C:2]1[CH:3]=[C:4]2[C:9](=[CH:10][CH:11]=1)[N:8]=[CH:7][CH:6]=[C:5]2[CH2:12][N:13]1[C:21]([C:22]2[N:26]([CH3:27])[CH:25]=[N:24][N:23]=2)=[C:20]2[C:15]([N:16]([CH2:30][CH:31]([CH3:33])[CH3:32])[C:17](=[O:29])[N:18]([CH2:35][CH2:36][N:37]3[CH2:42][CH2:41][O:40][CH2:39][CH2:38]3)[C:19]2=[O:28])=[N:14]1, predict the reactants needed to synthesize it. The reactants are: [Cl:1][C:2]1[CH:3]=[C:4]2[C:9](=[CH:10][CH:11]=1)[N:8]=[CH:7][CH:6]=[C:5]2[CH2:12][N:13]1[C:21]([C:22]2[N:26]([CH3:27])[CH:25]=[N:24][N:23]=2)=[C:20]2[C:15]([N:16]([CH2:30][CH:31]([CH3:33])[CH3:32])[C:17](=[O:29])[NH:18][C:19]2=[O:28])=[N:14]1.Cl[CH2:35][CH2:36][N:37]1[CH2:42][CH2:41][O:40][CH2:39][CH2:38]1. (3) Given the product [N+:15]([C:4]1[CH:3]=[C:2]([B:18]2[O:22][C:21]([CH3:24])([CH3:23])[C:20]([CH3:26])([CH3:25])[O:19]2)[CH:7]=[C:6]([C:8]2[N:13]=[CH:12][CH:11]=[CH:10][N:9]=2)[C:5]=1[NH2:14])([O-:17])=[O:16], predict the reactants needed to synthesize it. The reactants are: Br[C:2]1[CH:7]=[C:6]([C:8]2[N:13]=[CH:12][CH:11]=[CH:10][N:9]=2)[C:5]([NH2:14])=[C:4]([N+:15]([O-:17])=[O:16])[CH:3]=1.[B:18]1([B:18]2[O:22][C:21]([CH3:24])([CH3:23])[C:20]([CH3:26])([CH3:25])[O:19]2)[O:22][C:21]([CH3:24])([CH3:23])[C:20]([CH3:26])([CH3:25])[O:19]1.CC([O-])=O.[K+]. (4) Given the product [CH3:39][C:29]1[CH:34]=[CH:33][C:32]([S:35]([O:8][C@:5]([C:9]2[CH:14]=[CH:13][CH:12]=[C:11]([O:15][CH3:16])[CH:10]=2)([CH2:6][CH3:7])[C@@H:4]([CH3:17])[CH2:3][N:2]([CH3:1])[CH3:18])(=[O:37])=[O:36])=[CH:31][CH:30]=1, predict the reactants needed to synthesize it. The reactants are: [CH3:1][N:2]([CH3:18])[CH2:3][C@H:4]([CH3:17])[C@:5]([C:9]1[CH:14]=[CH:13][CH:12]=[C:11]([O:15][CH3:16])[CH:10]=1)([OH:8])[CH2:6][CH3:7].S(=O)(=O)(O)O.CS(O)(=O)=O.[C:29]1([CH3:39])[CH:34]=[CH:33][C:32]([S:35](O)(=[O:37])=[O:36])=[CH:31][CH:30]=1.[OH-].[Na+]. (5) Given the product [C:1]([NH:4][C@@H:5]1[CH2:10][C@H:9]([NH:11][CH2:42][C:41]2[CH:44]=[CH:45][C:38]([O:37][CH3:36])=[CH:39][CH:40]=2)[CH2:8][CH2:7][C@@H:6]1[N:12]1[CH2:16][CH2:15][C@H:14]([NH:17][C:18](=[O:27])[O:19][CH2:20][C:21]2[CH:22]=[CH:23][CH:24]=[CH:25][CH:26]=2)[C:13]1=[O:28])(=[O:3])[CH3:2], predict the reactants needed to synthesize it. The reactants are: [C:1]([NH:4][C@@H:5]1[CH2:10][C@H:9]([NH2:11])[CH2:8][CH2:7][C@@H:6]1[N:12]1[CH2:16][CH2:15][C@H:14]([NH:17][C:18](=[O:27])[O:19][CH2:20][C:21]2[CH:26]=[CH:25][CH:24]=[CH:23][CH:22]=2)[C:13]1=[O:28])(=[O:3])[CH3:2].C(N(CC)CC)C.[CH3:36][O:37][C:38]1[CH:45]=[CH:44][C:41]([CH:42]=O)=[CH:40][CH:39]=1.[BH4-].[Na+]. (6) Given the product [Br:16][C:17]1[C:22]([CH3:23])=[CH:21][C:20]([NH:24][C:25](=[O:27])[CH3:26])=[C:19]([C:28]2[N:8]([CH:5]3[CH2:6][CH2:7][O:2][CH2:3][CH2:4]3)[N:9]=[CH:30][CH:29]=2)[CH:18]=1, predict the reactants needed to synthesize it. The reactants are: Cl.[O:2]1[CH2:7][CH2:6][CH:5]([NH:8][NH2:9])[CH2:4][CH2:3]1.C(=O)([O-])[O-].[K+].[K+].[Br:16][C:17]1[C:22]([CH3:23])=[CH:21][C:20]([NH:24][C:25](=[O:27])[CH3:26])=[C:19]([C:28](=O)/[CH:29]=[CH:30]/N(C)C)[CH:18]=1.O.C(OCC)(=O)C. (7) Given the product [Cl:14][C:15]1[N:16]=[CH:17][C:18]([C:5]2[CH:4]=[N:3][C:2]([NH:24][C:25]3[N:26]=[C:27]([CH3:30])[S:28][CH:29]=3)=[C:11]3[C:6]=2[CH:7]=[CH:8][C:9]([CH3:12])=[N:10]3)=[CH:19][CH:20]=1, predict the reactants needed to synthesize it. The reactants are: Cl[C:2]1[N:3]=[CH:4][C:5](I)=[C:6]2[C:11]=1[N:10]=[C:9]([CH3:12])[CH:8]=[CH:7]2.[Cl:14][C:15]1[CH:20]=[CH:19][C:18](B(O)O)=[CH:17][N:16]=1.[NH2:24][C:25]1[N:26]=[C:27]([CH3:30])[S:28][CH:29]=1. (8) Given the product [Cl:1][C:2]1[C:3]2[CH:10]([CH3:12])[C:9](=[O:11])[NH:8][C:4]=2[N:5]=[CH:6][N:7]=1, predict the reactants needed to synthesize it. The reactants are: [Cl:1][C:2]1[C:3]2[CH2:10][C:9](=[O:11])[NH:8][C:4]=2[N:5]=[CH:6][N:7]=1.[CH3:12][Si](C)(C)[N-][Si](C)(C)C.[Li+].CI. (9) Given the product [CH2:1]([C@@H:3]1[C:11]2[C:6](=[CH:7][C:8]([C:12]([NH:14][C@H:15]([C:18]3[CH:19]=[CH:20][C:21]([S:24]([CH2:27][CH3:28])(=[O:26])=[O:25])=[CH:22][CH:23]=3)[CH2:16][OH:17])=[O:13])=[CH:9][CH:10]=2)[CH2:5][NH:4]1)[CH3:2], predict the reactants needed to synthesize it. The reactants are: [CH2:1]([C@H:3]1[C:11]2[C:6](=[CH:7][C:8]([C:12]([NH:14][C@H:15]([C:18]3[CH:23]=[CH:22][C:21]([S:24]([CH2:27][CH3:28])(=[O:26])=[O:25])=[CH:20][CH:19]=3)[CH2:16][OH:17])=[O:13])=[CH:9][CH:10]=2)[CH2:5][NH:4]1)[CH3:2].C([C@@H]1C2C(=CC(C(=O)N[C@H](C3C=CC(S(CC)(=O)=O)=CC=3)CO)=CC=2)CN1C(OC(C)(C)C)=O)C.